From a dataset of Catalyst prediction with 721,799 reactions and 888 catalyst types from USPTO. Predict which catalyst facilitates the given reaction. Product: [CH3:1][O:2][C:3](=[O:18])[C:4]1[CH:9]=[CH:8][C:7]([CH2:10][CH2:11][CH2:12][N:28]2[CH2:29][CH2:30][CH2:31][CH:26]([NH:25][C:24]([O:23][C:19]([CH3:22])([CH3:21])[CH3:20])=[O:32])[CH2:27]2)=[CH:6][CH:5]=1. The catalyst class is: 10. Reactant: [CH3:1][O:2][C:3](=[O:18])[C:4]1[CH:9]=[CH:8][C:7]([CH2:10][CH2:11][CH2:12]OS(C)(=O)=O)=[CH:6][CH:5]=1.[C:19]([O:23][C:24](=[O:32])[NH:25][CH:26]1[CH2:31][CH2:30][CH2:29][NH:28][CH2:27]1)([CH3:22])([CH3:21])[CH3:20].C(=O)([O-])[O-].[K+].[K+].[I-].[Na+].